This data is from Reaction yield outcomes from USPTO patents with 853,638 reactions. The task is: Predict the reaction yield, written as a fraction of the theoretical maximum amount of product (1.0 means a 100% yield; for example, 0.34 means a 34% yield). (1) The reactants are [Br:1][C:2]1[CH:3]=[C:4]([CH2:28][CH:29]([OH:34])[C:30]([O:32]C)=[O:31])[CH:5]=[C:6]([Br:27])[C:7]=1[O:8][C:9]1[CH:14]=[C:13](/[CH:15]=[CH:16]/[C:17]2[CH:22]=[CH:21][CH:20]=[CH:19][CH:18]=2)[C:12]([OH:23])=[C:11]([CH:24]([CH3:26])[CH3:25])[CH:10]=1.[OH-].[Li+]. The catalyst is C1COCC1. The product is [Br:1][C:2]1[CH:3]=[C:4]([CH2:28][CH:29]([OH:34])[C:30]([OH:32])=[O:31])[CH:5]=[C:6]([Br:27])[C:7]=1[O:8][C:9]1[CH:14]=[C:13](/[CH:15]=[CH:16]/[C:17]2[CH:22]=[CH:21][CH:20]=[CH:19][CH:18]=2)[C:12]([OH:23])=[C:11]([CH:24]([CH3:25])[CH3:26])[CH:10]=1. The yield is 0.380. (2) The reactants are [Cl:1][C:2]1[CH:7]=[CH:6][C:5]([CH:8]([C:29]2[CH:34]=[CH:33][C:32]([Cl:35])=[CH:31][CH:30]=2)[N:9]2[CH2:13][C@@H:12]([NH:14][C:15](=[O:27])[C:16]3[CH:21]=[CH:20][C:19]([O:22][C:23]([F:26])([F:25])[F:24])=[CH:18][CH:17]=3)[C@@H:11]([OH:28])[CH2:10]2)=[CH:4][CH:3]=1.[CH3:36]N(C)C=O.CI. The catalyst is C(#N)C.[Ag]=O. The product is [Cl:35][C:32]1[CH:31]=[CH:30][C:29]([CH:8]([C:5]2[CH:4]=[CH:3][C:2]([Cl:1])=[CH:7][CH:6]=2)[N:9]2[CH2:13][C@@H:12]([NH:14][C:15](=[O:27])[C:16]3[CH:17]=[CH:18][C:19]([O:22][C:23]([F:25])([F:26])[F:24])=[CH:20][CH:21]=3)[C@@H:11]([O:28][CH3:36])[CH2:10]2)=[CH:34][CH:33]=1. The yield is 0.510. (3) The reactants are [CH2:1]1[C:9]2[C:4](=[CH:5][CH:6]=[CH:7][CH:8]=2)[CH2:3][N:2]1[CH2:10][C:11]([C:13]1[CH:18]=[CH:17][C:16]([B:19]([OH:21])[OH:20])=[CH:15][CH:14]=1)=O.BrC1C=CC(CC(N2[CH2:40][C:39]3[C:34](=[CH:35]C=C[CH:38]=3)[CH2:33]2)=O)=CC=1.CC[O:43]C(C)=O.CCCCCC. No catalyst specified. The product is [CH2:1]1[C:9]2[C:4](=[CH:5][CH:6]=[CH:7][CH:8]=2)[CH2:3][N:2]1[C:10](=[O:43])[CH2:11][C:13]1[CH:18]=[CH:17][C:16]([B:19]2[O:21][C:39]([CH3:40])([CH3:38])[C:34]([CH3:35])([CH3:33])[O:20]2)=[CH:15][CH:14]=1. The yield is 0.880. (4) The reactants are [CH3:1][C:2]1[N+:3]([O-])=[C:4]([C:8]2[CH:13]=[CH:12][C:11]([CH3:14])=[CH:10][CH:9]=2)[O:5][C:6]=1[CH3:7].P(Cl)(Cl)([Cl:18])=O.[OH-].[Na+]. The catalyst is C1(C)C=CC=CC=1. The product is [Cl:18][CH2:1][C:2]1[N:3]=[C:4]([C:8]2[CH:13]=[CH:12][C:11]([CH3:14])=[CH:10][CH:9]=2)[O:5][C:6]=1[CH3:7]. The yield is 0.980. (5) The catalyst is CC(C)=O. The yield is 0.870. The product is [Br:22][CH2:23][CH2:24][CH2:25][O:1][C:2]1[CH:3]=[CH:4][C:5]([C:8]2([C:14]#[N:15])[CH2:13][CH2:12][CH2:11][CH2:10][CH2:9]2)=[CH:6][CH:7]=1. The reactants are [OH:1][C:2]1[CH:7]=[CH:6][C:5]([C:8]2([C:14]#[N:15])[CH2:13][CH2:12][CH2:11][CH2:10][CH2:9]2)=[CH:4][CH:3]=1.C([O-])([O-])=O.[Cs+].[Cs+].[Br:22][CH2:23][CH2:24][CH2:25]Br. (6) The reactants are [CH:1]([C:4]1[CH:9]=[CH:8][C:7]([NH:10][C:11]2[CH:19]=[CH:18][CH:17]=[C:13]([C:14]([OH:16])=O)[C:12]=2[C:20](O)=[O:21])=[CH:6][CH:5]=1)([CH3:3])[CH3:2].Cl.[NH2:24][CH:25]1[CH2:31][CH2:30][C:29](=[O:32])[NH:28][C:26]1=[O:27]. The catalyst is N1C=CC=CC=1. The product is [CH:1]([C:4]1[CH:9]=[CH:8][C:7]([NH:10][C:11]2[CH:19]=[CH:18][CH:17]=[C:13]3[C:12]=2[C:20](=[O:21])[N:24]([CH:25]2[CH2:31][CH2:30][C:29](=[O:32])[NH:28][C:26]2=[O:27])[C:14]3=[O:16])=[CH:6][CH:5]=1)([CH3:3])[CH3:2]. The yield is 0.890.